Task: Regression. Given a target protein amino acid sequence and a drug SMILES string, predict the binding affinity score between them. We predict pIC50 (pIC50 = -log10(IC50 in M); higher means more potent). Dataset: bindingdb_ic50.. Dataset: Drug-target binding data from BindingDB using IC50 measurements (1) The compound is O=C1c2cccc3c(NCCO)ccc(c23)C(=O)N1c1cccc(Br)c1. The target protein sequence is SMSYTWTGALITPCAAEESKLPINALSNSLLRHHNMVYATTSRSAGLRQKKVTFDRLQVLDDHYRDVLKEMKAKASTVKAKLLSVEEACKLTPPHSAKSKFGYGAKDVRNLSSKAVNHIHSVWKDLLEDTVTPIDTTIMAKNEVFCVQPEKGGRKPARLIVFPDLGVRVCEKMALYDVVSTLPQVVMGSSYGFQYSPGQRVEFLVNTWKSKKNPMGFSYDTRCFDSTVTENDIRVEESIYQCCDLAPEARQAIKSLTERLYIGGPLTNSKGQNCGYRRCRASGVLTTSCGNTLTCYLKASAACRAAKLQDCTMLVNGDDLVVICESAGTQEDAASLRVFTEAMTRYSAPPGDPPQPEYDLELITSCSSNVSVAHDASGKRVYYLTRDPTTPLARAAWETARHTPVNSWLGNIIMYAPTLWARMILMTHFFSILLAQEQLEKALDCQIYGACYSIEPLDLPQIIERLHGLSAFSLHSYSPGEINRVASCLRKLGVPPLRVW.... The pIC50 is 6.3. (2) The compound is O=c1oc2cc(O)ccc2cc1Oc1ccc(Cl)cc1O. The target protein sequence is MSVLHRFYLFFLFTKFFHCYKISYVLKNAKLAPNHAIKNINSLNLLSENKKENYYYCGENKVALVTGAGRGIGREIAKMLAKSVSHVICISRTQKSCDSVVDEIKSFGYESSGYAGDVSKKEEISEVINKILTEHKNVDILVNNAGITRDNLFLRMKNDEWEDVLRTNLNSLFYITQPISKRMINNRYGRIINISSIVGLTGNVGQANYSSSKAGVIGFTKSLAKELASRNITVNAIAPGFISSDMTDKISEQIKKNIISNIPAGRMGTPEEVANLACFLSSDKSGYINGRVFVIDGGLSP. The pIC50 is 4.0. (3) The compound is O=C1CC2(C(=O)N1)C(=O)N(Cc1ccccc1Cl)C(=O)c1cccn12. The target protein (P80276) has sequence MASHLVLYTGAKMPILGLGTWKSPPGKVTEAVKVAIDLGYRHIDCAHVYQNENEVGLGLQEKLQGQVVKREDLFIVSKLWCTDHEKNLVKGACQTTLRDLKLDYLDLYLIHWPTGFKPGKDPFPLDGDGNVVPDESDFVETWEAMEELVDEGLVKAIGVSNFNHLQVEKILNKPGLKYKPAVNQIEVHPYLTQEKLIEYCKSKGIVVTAYSPLGSPDRPWAKPEDPSLLEDPRIKAIAAKYNKTTAQVLIRFPMQRNLIVIPKSVTPERIAENFQVFDFELSPEDMNTLLSYNRNWRVCALMSCASHKDYPFHEEY. The pIC50 is 7.4. (4) The compound is COC(=O)n1ccn(C)c1=S. The target protein (P22079) has sequence MRVLLHLPALLASLILLQAAASTTRAQTTRTSAISDTVSQAKVQVNKAFLDSRTRLKTAMSSETPTSRQLSEYLKHAKGRTRTAIRNGQVWEESLKRLRQKASLTNVTDPSLDLTSLSLEVGCGAPAPVVRCDPCSPYRTITGDCNNRRKPALGAANRALARWLPAEYEDGLSLPFGWTPGKTRNGFPLPLAREVSNKIVGYLNEEGVLDQNRSLLFMQWGQIVDHDLDFAPDTELGSSEYSKAQCDEYCIQGDNCFPIMFPPNDPKAGTQGKCMPFFRAGFVCPTPPYKSLAREQINALTSFLDASFVYSSEPSLASRLRNLSSPLGLMAVNQEVSDHGLPYLPYDSKKPSPCEFINTTARVPCFLAGDSRASEHILLATSHTLFLREHNRLARELKRLNPQWDGEKLYQEARKILGAFVQIITFRDYLPILLGDHMQKWIPPYQGYSESVDPRISNVFTFAFRFGHLEVPSSMFRLDENYQPWGPEPELPLHTLFFNT.... The pIC50 is 5.0. (5) The small molecule is CC(=O)N[C@@H]1[C@@H](O)C[C@](SCCCCCSCCCCCC(=O)NCCC[Si](CCCNC(=O)CCCCCSCCCCCS[C@]2(C(=O)O)C[C@H](O)[C@@H](NC(C)=O)[C@H]([C@H](O)[C@H](O)CO)O2)(CCCNC(=O)CCCCCSCCCCCS[C@]2(C(=O)O)C[C@H](O)[C@@H](NC(C)=O)[C@H]([C@H](O)[C@H](O)CO)O2)CCC[Si](C)(C)CCC[Si](CCCNC(=O)CCCCCSCCCCCS[C@]2(C(=O)O)C[C@H](O)[C@@H](NC(C)=O)[C@H]([C@H](O)[C@H](O)CO)O2)(CCCNC(=O)CCCCCSCCCCCS[C@]2(C(=O)O)C[C@H](O)[C@@H](NC(C)=O)[C@H]([C@H](O)[C@H](O)CO)O2)CCCNC(=O)CCCCCSCCCCCS[C@]2(C(=O)O)C[C@H](O)[C@@H](NC(C)=O)[C@H]([C@H](O)[C@H](O)CO)O2)(C(=O)O)O[C@H]1[C@H](O)[C@H](O)CO. The target protein (P03471) has sequence MNPNQKIITIGSVSLTIATVCFLMQIAILVTTVTLHFKQYECDSPANNQVMPCEPIIIERNITEIVYLTNTTIEKEICPKLVEYRNWSKPQCKITGFAPFSKDNSIRLSAGGDIWVTREPYVSCDPGKCYQFALGQGTTLDNKHSNDTIHDRIPHRTLLMNELGVPFHLGTRQVCIAWSSSSCHDGKAWLHVCVTGDDKNATASFIYDGRLVDSIGSWSQNILRTQESECVCINGTCTVVMTDGSASGRADTRILFIEEGKIVHISPLSGSAQHVEECSCYPRYPGVRCICRDNWKGSNRPVVDINVKDYSIDSRYVCSGLVGDTPRNNDRSSNSNCRNPNNDKGNHGVKGWAFDDGNDVWMGRTISKDSRSGYETFKVIGGWSTPNSKSQINRQVIVDSDNRSGYSGIFSVEGKSCINRCFYVELIRGREQETRVWWTSNSIVVFCGTSGTYGTGSWPDGADINLMPI. The pIC50 is 2.1. (6) The drug is CCC(=O)CCCCC[C@@H]1NC(=O)[C@H]2CCCCN2C(=O)[C@H](C(C)CC)NC(=O)[C@H](Cc2cn(OC)c3ccccc23)NC1=O. The target protein sequence is TTGLVYDTLMLKHQCTCGSSSSHPEHAGRIQSIWSRLQETGLRGKCECIRGRKATLEELQTVHSEAHTLLYGTNPLNRQKLDSKKLLGSLASVFVRLPCGGVGVDSDTIWNEVHSAGAARLAVGCVVELVFKVATGELKNGFAVVRPPGHHAEESTPMGFCYFNSVAVAAKLLQQRLSVSKILIVDWDVHHGNGTQQAFYSDPSVLYMSLHRYDDGNFFPGSGAPDEVGTGPGVGFNVNMAFTGGLDPPMGDAEYLAAFRTVVMPIASEFAPDVVLVSSGFDAVEGHPTPLGGYNLSARCFGYLTKQLMGLAGGRIVLALEGGYDLTAICDASEACVSALLGNELDPLPEKVLQQRPNANAVRSMEKVMEIHSKYWRCLQRTTSTAGRSLIEAQTCENEEAETVTAMASLSVGVKPAEKRPDEEPMEEEPPL. The pIC50 is 5.4. (7) The small molecule is OC[C@H]1[C@@H](O)[C@H](O)[C@@H](O)CN1CCCCCOCC12CC3CC(CC(C3)C1)C2. The target protein (P35573) has sequence MGHSKQIRILLLNEMEKLEKTLFRLEQGYELQFRLGPTLQGKAVTVYTNYPFPGETFNREKFRSLDWENPTEREDDSDKYCKLNLQQSGSFQYYFLQGNEKSGGGYIVVDPILRVGADNHVLPLDCVTLQTFLAKCLGPFDEWESRLRVAKESGYNMIHFTPLQTLGLSRSCYSLANQLELNPDFSRPNRKYTWNDVGQLVEKLKKEWNVICITDVVYNHTAANSKWIQEHPECAYNLVNSPHLKPAWVLDRALWRFSCDVAEGKYKEKGIPALIENDHHMNSIRKIIWEDIFPKLKLWEFFQVDVNKAVEQFRRLLTQENRRVTKSDPNQHLTIIQDPEYRRFGCTVDMNIALTTFIPHDKGPAAIEECCNWFHKRMEELNSEKHRLINYHQEQAVNCLLGNVFYERLAGHGPKLGPVTRKHPLVTRYFTFPFEEIDFSMEESMIHLPNKACFLMAHNGWVMGDDPLRNFAEPGSEVYLRRELICWGDSVKLRYGNKPE.... The pIC50 is 4.0. (8) The small molecule is C=C(C)[C@H]1[C@@H]2C(=O)O[C@H]1[C@H]1OC(=O)[C@@]34O[C@@H]3C[C@]2(O)[C@@]14C. The target protein (P22771) has sequence MNRQLVNILTALFAFFLGTNHFREAFCKDHDSRSGKHPSQTLSPSDFLDKLMGRTSGYDARIRPNFKGPPVNVTCNIFINSFGSVTETTMDYRVNIFLRQQWNDSRLAYSEYPDDSLDLDPSMLDSIWKPDLFFANEKGANFHDVTTDNKLLRISKNGKVLYSIRLTLTLSCPMDLKNFPMDVQTCTMQLESFEYTMNDLIFEWLSDGPVQVAEGLTLPQFILKEEKELGYCTKHYNTGKFTCIEVKFHLERQMGYYLIQMYIPSLLIVILSWVSFWINMDAAPARVALGITTVLTMTTQSSGSRASLPKVSYVKAIDIWMAVCLLFVFAALLEYAAVNFVSRQHKEFLRLRRRQKRQNKEEDVTRESRFNFSGYGMGHCLQVKDGTAVKATPANPLPQPPKDADAIKKKFVDRAKRIDTISRAAFPLAFLIFNIFYWITYKIIRHEDVHKK. The pIC50 is 5.6. (9) The small molecule is C[C@@H]1CN(c2ccncn2)CCN1C(=O)C12CC3CC(CC(C3)C1)C2. The target protein (Q13255) has sequence MVGLLLFFFPAIFLEVSLLPRSPGRKVLLAGASSQRSVARMDGDVIIGALFSVHHQPPAEKVPERKCGEIREQYGIQRVEAMFHTLDKINADPVLLPNITLGSEIRDSCWHSSVALEQSIEFIRDSLISIRDEKDGINRCLPDGQSLPPGRTKKPIAGVIGPGSSSVAIQVQNLLQLFDIPQIAYSATSIDLSDKTLYKYFLRVVPSDTLQARAMLDIVKRYNWTYVSAVHTEGNYGESGMDAFKELAAQEGLCIAHSDKIYSNAGEKSFDRLLRKLRERLPKARVVVCFCEGMTVRGLLSAMRRLGVVGEFSLIGSDGWADRDEVIEGYEVEANGGITIKLQSPEVRSFDDYFLKLRLDTNTRNPWFPEFWQHRFQCRLPGHLLENPNFKRICTGNESLEENYVQDSKMGFVINAIYAMAHGLQNMHHALCPGHVGLCDAMKPIDGSKLLDFLIKSSFIGVSGEEVWFDEKGDAPGRYDIMNLQYTEANRYDYVHVGTW.... The pIC50 is 5.9. (10) The compound is O=C(N/N=C/c1ccc(F)cc1)c1ccncc1. The target protein (P19111) has sequence MQGACVLLLLGLHLQLSLGLVPVEEEDPAFWNRQAAQALDVAKKLQPIQTAAKNVILFLGDGMGVPTVTATRILKGQMNGKLGPETPLAMDQFPYVALSKTYNVDRQVPDSAGTATAYLCGVKGNYRTIGVSAAARYNQCKTTRGNEVTSVMNRAKKAGKSVGVVTTTRVQHASPAGAYAHTVNRNWYSDADLPADAQMNGCQDIAAQLVNNMDIDVILGGGRKYMFPVGTPDPEYPDDASVNGVRKRKQNLVQAWQAKHQGAQYVWNRTALLQAADDSSVTHLMGLFEPADMKYNVQQDHTKDPTLQEMTEVALRVVSRNPRGFYLFVEGGRIDHGHHDDKAYMALTEAGMFDNAIAKANELTSELDTLILVTADHSHVFSFGGYTLRGTSIFGLAPSKALDSKSYTSILYGNGPGYALGGGSRPDVNDSTSEDPSYQQQAAVPQASETHGGEDVAVFARGPQAHLVHGVEEETFVAHIMAFAGCVEPYTDCNLPAPTT.... The pIC50 is 4.8.